Dataset: Full USPTO retrosynthesis dataset with 1.9M reactions from patents (1976-2016). Task: Predict the reactants needed to synthesize the given product. (1) Given the product [CH3:4][C:5]1[C:12]([CH3:13])=[CH:11][CH:10]=[CH:9][C:6]=1[CH:7]=[N:2][OH:3], predict the reactants needed to synthesize it. The reactants are: Cl.[NH2:2][OH:3].[CH3:4][C:5]1[C:12]([CH3:13])=[CH:11][CH:10]=[CH:9][C:6]=1[CH:7]=O.CC([O-])=O.[Na+]. (2) Given the product [F:1][C:2]1[CH:9]=[C:8]([NH:13][CH3:12])[C:7]([F:11])=[CH:6][C:3]=1[C:4]#[N:5], predict the reactants needed to synthesize it. The reactants are: [F:1][C:2]1[CH:9]=[C:8](F)[C:7]([F:11])=[CH:6][C:3]=1[C:4]#[N:5].[CH3:12][NH2:13].